This data is from Catalyst prediction with 721,799 reactions and 888 catalyst types from USPTO. The task is: Predict which catalyst facilitates the given reaction. (1) Reactant: [CH3:1][O:2][C:3]1[CH:8]=[CH:7][C:6]([OH:9])=[CH:5][CH:4]=1.Cl[C:11]1[C:20]2[C:15](=[CH:16][CH:17]=[CH:18][CH:19]=2)[N:14]=[CH:13][N:12]=1.[H-].[Na+]. Product: [CH3:1][O:2][C:3]1[CH:8]=[CH:7][C:6]([O:9][C:11]2[C:20]3[C:15](=[CH:16][CH:17]=[CH:18][CH:19]=3)[N:14]=[CH:13][N:12]=2)=[CH:5][CH:4]=1. The catalyst class is: 3. (2) Reactant: Br[C:2]1[S:3][CH:4]=[CH:5][CH:6]=1.[Mg].II.[CH3:10][N:11]1[CH2:16][CH2:15][CH:14]([O:17][C:18](=[O:26])[C:19](=[O:25])[C:20]2[S:21][CH:22]=[CH:23][CH:24]=2)[CH2:13][CH2:12]1.[Cl-].[NH4+]. Product: [CH3:10][N:11]1[CH2:16][CH2:15][CH:14]([O:17][C:18](=[O:26])[C:19]([OH:25])([C:20]2[S:21][CH:22]=[CH:23][CH:24]=2)[C:2]2[S:3][CH:4]=[CH:5][CH:6]=2)[CH2:13][CH2:12]1. The catalyst class is: 1.